From a dataset of TCR-epitope binding with 47,182 pairs between 192 epitopes and 23,139 TCRs. Binary Classification. Given a T-cell receptor sequence (or CDR3 region) and an epitope sequence, predict whether binding occurs between them. The epitope is GLCTLVAML. The TCR CDR3 sequence is CASSFQGSPQETQYF. Result: 0 (the TCR does not bind to the epitope).